Dataset: Retrosynthesis with 50K atom-mapped reactions and 10 reaction types from USPTO. Task: Predict the reactants needed to synthesize the given product. (1) Given the product COc1ccc(C)cc1S(=O)(=O)Nc1cc(Br)c2oc([Si](C)(C)C)cc2c1, predict the reactants needed to synthesize it. The reactants are: COc1ccc(C)cc1S(=O)(=O)Cl.C[Si](C)(C)c1cc2cc(N)cc(Br)c2o1. (2) Given the product O=C(O)c1cccn(-c2ccc(-c3ccccc3)cc2)c1=O, predict the reactants needed to synthesize it. The reactants are: CCOC(=O)c1cccn(-c2ccc(-c3ccccc3)cc2)c1=O. (3) Given the product CNC(CN1CCCC1)c1ccc(Br)cc1, predict the reactants needed to synthesize it. The reactants are: CN.O=C(CN1CCCC1)c1ccc(Br)cc1.